From a dataset of Reaction yield outcomes from USPTO patents with 853,638 reactions. Predict the reaction yield, written as a fraction of the theoretical maximum amount of product (1.0 means a 100% yield; for example, 0.34 means a 34% yield). (1) The reactants are C([Li])C[CH2:3][CH3:4].C(N[CH:10]([CH3:12])[CH3:11])(C)C.[Br:13][CH2:14][CH2:15]Br.[CH3:17][O:18][C:19]([CH3:22])([CH3:21])[CH3:20].C1C[O:26]CC1. No catalyst specified. The product is [Br:13][CH2:14][CH2:15][CH:3]([CH2:4][CH2:12][CH2:10][CH3:11])[C:17]([O:18][C:19]([CH3:22])([CH3:21])[CH3:20])=[O:26]. The yield is 0.130. (2) The reactants are [Cl:1][C:2]1[C:3]([C:25]([O:27]C)=O)=[N:4][C:5]([C:9]2[CH:14]=[CH:13][CH:12]=[C:11]([C:15]#[C:16][C@:17]3([OH:24])[CH2:21][CH2:20][N:19]([CH3:22])[C:18]3=[O:23])[CH:10]=2)=[C:6]([F:8])[CH:7]=1.[NH3:29]. No catalyst specified. The product is [Cl:1][C:2]1[C:3]([C:25]([NH2:29])=[O:27])=[N:4][C:5]([C:9]2[CH:14]=[CH:13][CH:12]=[C:11]([C:15]#[C:16][C@:17]3([OH:24])[CH2:21][CH2:20][N:19]([CH3:22])[C:18]3=[O:23])[CH:10]=2)=[C:6]([F:8])[CH:7]=1. The yield is 0.360. (3) The reactants are [OH:1][C:2]1[CH:3]=[C:4]([CH:7]=[C:8]([N+:11]([O-:13])=[O:12])[C:9]=1[OH:10])[CH:5]=[O:6].C([O-])([O-])=O.[Cs+].[Cs+].[Na+].[I-].Br[CH:23]([CH3:25])[CH3:24].Cl. The catalyst is CN(C=O)C.CCOC(C)=O. The product is [OH:10][C:9]1[C:8]([N+:11]([O-:13])=[O:12])=[CH:7][C:4]([CH:5]=[O:6])=[CH:3][C:2]=1[O:1][CH:23]([CH3:25])[CH3:24]. The yield is 0.187. (4) The reactants are [NH2:1][C:2]1[CH:3]=[C:4]([CH:10]=[CH:11][C:12]=1[CH3:13])[C:5]([NH:7][O:8][CH3:9])=[O:6].N([O-])=O.[Na+].[Sn](Cl)Cl.[C:21]([C:29](=[CH:32][NH:33]C1C=CC=CC=1)[C:30]#[N:31])(=[O:28])[C:22]1[CH:27]=[CH:26][CH:25]=[CH:24][CH:23]=1. The catalyst is O.Cl.CCOC(C)=O. The product is [NH2:33][C:32]1[N:1]([C:2]2[CH:3]=[C:4]([CH:10]=[CH:11][C:12]=2[CH3:13])[C:5]([NH:7][O:8][CH3:9])=[O:6])[N:31]=[CH:30][C:29]=1[C:21](=[O:28])[C:22]1[CH:27]=[CH:26][CH:25]=[CH:24][CH:23]=1. The yield is 0.280.